From a dataset of Full USPTO retrosynthesis dataset with 1.9M reactions from patents (1976-2016). Predict the reactants needed to synthesize the given product. (1) Given the product [F:1][C:2]([F:22])([C:8]1[CH:13]=[CH:12][CH:11]=[C:10]([O:14][CH2:15][CH2:16][O:17][CH2:18][CH2:19][O:20][CH3:21])[CH:9]=1)[C:3]([OH:5])=[O:4], predict the reactants needed to synthesize it. The reactants are: [F:1][C:2]([F:22])([C:8]1[CH:13]=[CH:12][CH:11]=[C:10]([O:14][CH2:15][CH2:16][O:17][CH2:18][CH2:19][O:20][CH3:21])[CH:9]=1)[C:3]([O:5]CC)=[O:4].CO.O1CCCC1.O.[OH-].[Li+]. (2) Given the product [CH3:6][NH:7][CH:8]([CH3:40])[C:9]([NH:11][C:12]1[CH:17]=[CH:16][C:15]([C:18]2[CH:19]=[N:20][C:21]3[C:26]([CH:27]=2)=[CH:25][CH:24]=[CH:23][CH:22]=3)=[C:14]([C:28]#[C:29][C:30]2[CH:39]=[CH:38][C:37]3[C:32](=[CH:33][CH:34]=[CH:35][CH:36]=3)[CH:31]=2)[N:13]=1)=[O:10], predict the reactants needed to synthesize it. The reactants are: C(O[C:6](=O)[N:7](C)[CH:8]([CH3:40])[C:9]([NH:11][C:12]1[CH:17]=[CH:16][C:15]([C:18]2[CH:19]=[N:20][C:21]3[C:26]([CH:27]=2)=[CH:25][CH:24]=[CH:23][CH:22]=3)=[C:14]([C:28]#[C:29][C:30]2[CH:39]=[CH:38][C:37]3[C:32](=[CH:33][CH:34]=[CH:35][CH:36]=3)[CH:31]=2)[N:13]=1)=[O:10])(C)(C)C.C(Cl)Cl.C(O)(C(F)(F)F)=O. (3) Given the product [OH:41][CH2:40][CH2:39][C:32]1[C:31]2[C:36](=[CH:37][C:28]([OH:27])=[CH:29][CH:30]=2)[O:35][CH:34]([C:2]2[CH:16]=[CH:15][C:5]([O:6][CH2:7][CH2:8][N:9]3[CH2:14][CH2:13][CH2:12][CH2:11][CH2:10]3)=[CH:4][CH:3]=2)[CH:33]=1, predict the reactants needed to synthesize it. The reactants are: I[C:2]1[CH:16]=[CH:15][C:5]([O:6][CH2:7][CH2:8][N:9]2[CH2:14][CH2:13][CH2:12][CH2:11][CH2:10]2)=[CH:4][CH:3]=1.C([Li])CCC.C([Si](C)(C)[O:27][C:28]1[CH:37]=[C:36]2[C:31]([C:32]([CH2:39][CH2:40][O:41][Si](C(C)(C)C)(C)C)=[CH:33][CH:34](O)[O:35]2)=[CH:30][CH:29]=1)(C)(C)C.C(O)(C(F)(F)F)=O.C1C=CN=CC=1.F. (4) Given the product [Cl:48][C:11]1[CH:12]=[C:13]([N+:15]([O-:4])=[O:49])[CH:14]=[C:9]([Cl:8])[C:10]=1[CH:24]([CH3:25])[C:27]#[N:31], predict the reactants needed to synthesize it. The reactants are: BrC1CC[O:4]C1=O.[Cl:8][C:9]1[CH:14]=[C:13]([N:15]2C(=O)NC(=O)C=N2)[CH:12]=[C:11](Cl)[C:10]=1[C:24]([C:27]1SC(CC(O)=O)=C(C2C=CC=CC=2)[N:31]=1)(C)[CH3:25].C([O-])(O)=O.[Na+].[Na+].[Cl-:48].[OH2:49]. (5) Given the product [C:1]([S:14]([N:17]([CH2:21][CH2:22][CH2:23][CH2:24][CH2:25][C:26]([O:28][K:32])=[O:27])[CH2:18][CH2:19][CH3:20])(=[O:16])=[O:15])([C:4]([C:7]([C:10]([F:13])([F:12])[F:11])([F:9])[F:8])([F:6])[F:5])([F:3])[F:2], predict the reactants needed to synthesize it. The reactants are: [C:1]([S:14]([N:17]([CH2:21][CH2:22][CH2:23][CH2:24][CH2:25][C:26]([O:28]CC)=[O:27])[CH2:18][CH2:19][CH3:20])(=[O:16])=[O:15])([C:4]([C:7]([C:10]([F:13])([F:12])[F:11])([F:9])[F:8])([F:6])[F:5])([F:3])[F:2].[OH-].[K+:32].C(O)(C)C. (6) Given the product [CH3:27][C:26]1([CH3:28])[C:23]([CH3:24])([CH3:25])[O:22][B:21]([C:18]2[CH:17]=[CH:16][C:15]([CH2:14][O:12][C:10]3[CH:9]=[CH:8][C:6]4[N:7]=[C:3]([C:1]#[N:2])[S:4][C:5]=4[CH:11]=3)=[CH:20][CH:19]=2)[O:29]1, predict the reactants needed to synthesize it. The reactants are: [C:1]([C:3]1[S:4][C:5]2[CH:11]=[C:10]([OH:12])[CH:9]=[CH:8][C:6]=2[N:7]=1)#[N:2].Br[CH2:14][C:15]1[CH:20]=[CH:19][C:18]([B:21]2[O:29][C:26]([CH3:28])([CH3:27])[C:23]([CH3:25])([CH3:24])[O:22]2)=[CH:17][CH:16]=1.C(=O)([O-])[O-].[Cs+].[Cs+].CCOC(C)=O. (7) The reactants are: [OH:1][C:2]1[CH:7]=[CH:6][C:5]([C:8]2[C:9]3[CH:16]=[C:15]([CH2:17][O:18][C:19]4[CH:24]=[CH:23][C:22]([CH:25]([C:30]#[C:31][CH3:32])[CH2:26][C:27]([O-:29])=[O:28])=[CH:21][CH:20]=4)[CH:14]=[CH:13][C:10]=3[S:11][CH:12]=2)=[C:4]([CH3:33])[CH:3]=1.[CH3:34][C:35]([OH:40])([CH3:39])[CH2:36][CH2:37]O.[CH:41]1C=CC(P(C2C=CC=CC=2)C2C=CC=CC=2)=C[CH:42]=1.C1CCN(C(N=NC(N2CCCCC2)=O)=O)CC1. Given the product [OH:40][C:35]([CH3:39])([CH3:34])[CH2:36][CH2:37][O:1][C:2]1[CH:7]=[CH:6][C:5]([C:8]2[C:9]3[CH:16]=[C:15]([CH2:17][O:18][C:19]4[CH:24]=[CH:23][C:22]([C@@H:25]([C:30]#[C:31][CH3:32])[CH2:26][C:27]([O:29][CH2:41][CH3:42])=[O:28])=[CH:21][CH:20]=4)[CH:14]=[CH:13][C:10]=3[S:11][CH:12]=2)=[C:4]([CH3:33])[CH:3]=1, predict the reactants needed to synthesize it. (8) Given the product [Br:19][C:5]1[CH:6]=[CH:7][C:2]([F:1])=[C:3]([C:9]2[CH:10]=[N:11][CH:12]=[CH:13][CH:14]=2)[CH:4]=1, predict the reactants needed to synthesize it. The reactants are: [F:1][C:2]1[CH:7]=[CH:6][C:5](N)=[CH:4][C:3]=1[C:9]1[CH:10]=[N:11][CH:12]=[CH:13][CH:14]=1.N([O-])=O.[Na+].[BrH:19]. (9) The reactants are: [CH2:1]([N:8]1[CH2:13][CH2:12][CH2:11][CH:10]([C:14]2[NH:15][C:16](=[O:24])[C:17]3[C:22]([CH:23]=2)=[CH:21][CH:20]=[CH:19][CH:18]=3)[CH2:9]1)C1C=CC=CC=1.C(Cl)(=O)OC(Cl)C. Given the product [CH3:1][N:8]1[CH2:13][CH2:12][CH2:11][CH:10]([C:14]2[NH:15][C:16](=[O:24])[C:17]3[C:22]([CH:23]=2)=[CH:21][CH:20]=[CH:19][CH:18]=3)[CH2:9]1, predict the reactants needed to synthesize it.